Dataset: Reaction yield outcomes from USPTO patents with 853,638 reactions. Task: Predict the reaction yield, written as a fraction of the theoretical maximum amount of product (1.0 means a 100% yield; for example, 0.34 means a 34% yield). (1) The reactants are [C:1]([CH2:3][C:4]([O:6][CH3:7])=[O:5])#[N:2].C(N(C(C)C)CC)(C)C.Br[CH:18]([CH3:28])[C:19]([C:21]1[CH:26]=[CH:25][CH:24]=[CH:23][C:22]=1[F:27])=[O:20]. The catalyst is O1CCCC1. The product is [C:1]([CH:3]([CH:18]([CH3:28])[C:19]([C:21]1[CH:26]=[CH:25][CH:24]=[CH:23][C:22]=1[F:27])=[O:20])[C:4]([O:6][CH3:7])=[O:5])#[N:2]. The yield is 0.800. (2) The reactants are [OH:1][CH2:2][CH2:3][O:4][C:5]1[CH:10]=[CH:9][C:8]([CH2:11][CH2:12][CH2:13][CH2:14][N:15]2C(=O)C3=CC=CC=C3C2=O)=[CH:7][CH:6]=1. The catalyst is CN.CO. The product is [OH:1][CH2:2][CH2:3][O:4][C:5]1[CH:10]=[CH:9][C:8]([CH2:11][CH2:12][CH2:13][CH2:14][NH2:15])=[CH:7][CH:6]=1. The yield is 0.350. (3) The reactants are O[CH:2]([C:4]1[S:8][CH:7]=[C:6]([C:9]([O:11][CH3:12])=[O:10])[C:5]=1[CH3:13])[CH3:3].O=S(Cl)Cl.[NH:18]1[CH2:23][CH2:22][O:21][CH2:20][CH2:19]1. The catalyst is C(Cl)Cl.CC#N. The product is [CH3:13][C:5]1[C:6]([C:9]([O:11][CH3:12])=[O:10])=[CH:7][S:8][C:4]=1[CH:2]([N:18]1[CH2:23][CH2:22][O:21][CH2:20][CH2:19]1)[CH3:3]. The yield is 0.704.